This data is from Catalyst prediction with 721,799 reactions and 888 catalyst types from USPTO. The task is: Predict which catalyst facilitates the given reaction. (1) Reactant: C([CH:3]([C:7]1([CH3:20])[C:15]2[C:10](=[CH:11][CH:12]=[CH:13][C:14]=2[N+:16]([O-])=O)[NH:9][C:8]1=S)[C:4]([O-:6])=[O:5])C.[BH4-].[Na+].[CH2:23]1COC[CH2:24]1. Product: [NH2:16][C:14]1[CH:13]=[CH:12][CH:11]=[C:10]2[C:15]=1[C:7]([CH2:3][C:4]([O:6][CH2:23][CH3:24])=[O:5])([CH3:20])[CH2:8][NH:9]2. The catalyst class is: 652. (2) Reactant: O.NN.[Cl:4][C:5]1[CH:6]=[C:7]([C:13](=O)[C:14]([OH:16])=[O:15])[CH:8]=[CH:9][C:10]=1[S:11][CH3:12].[OH-].[K+].C(OCC)(=O)C.CCCCCC. Product: [Cl:4][C:5]1[CH:6]=[C:7]([CH2:13][C:14]([OH:16])=[O:15])[CH:8]=[CH:9][C:10]=1[S:11][CH3:12]. The catalyst class is: 69. (3) Reactant: Br[C:2]1[N:3]=[C:4]([CH2:11][C:12]2[CH:17]=[CH:16][CH:15]=[CH:14][C:13]=2[F:18])[N:5]2[C:10]=1[CH:9]=[CH:8][CH:7]=[N:6]2.[Cu][C:20]#[N:21]. Product: [F:18][C:13]1[CH:14]=[CH:15][CH:16]=[CH:17][C:12]=1[CH2:11][C:4]1[N:5]2[N:6]=[CH:7][CH:8]=[CH:9][C:10]2=[C:2]([C:20]#[N:21])[N:3]=1. The catalyst class is: 16. (4) Reactant: CS(C)=O.C(Cl)(=O)C(Cl)=O.[F:11][C:12]1[C:17]([F:18])=[CH:16][CH:15]=[CH:14][C:13]=1[C@@H:19]1[CH2:29][CH2:28][C@@H:27]([OH:30])[C:22]2=[N:23][CH:24]=[CH:25][CH:26]=[C:21]2[C@H:20]1[NH:31][C:32](=[O:38])[O:33][C:34]([CH3:37])([CH3:36])[CH3:35].C(N(CC)CC)C. Product: [F:11][C:12]1[C:17]([F:18])=[CH:16][CH:15]=[CH:14][C:13]=1[C@@H:19]1[CH2:29][CH2:28][C:27](=[O:30])[C:22]2=[N:23][CH:24]=[CH:25][CH:26]=[C:21]2[C@H:20]1[NH:31][C:32](=[O:38])[O:33][C:34]([CH3:36])([CH3:35])[CH3:37]. The catalyst class is: 2. (5) Product: [CH2:25]([O:23][CH:7]([CH2:8][C:9]1[CH:14]=[CH:13][C:12]([O:15][CH2:16][C:17]2[CH:18]=[CH:19][CH:20]=[CH:21][CH:22]=2)=[CH:11][CH:10]=1)[C:6]([O:5][CH2:3][CH3:4])=[O:24])[CH3:26]. Reactant: [H-].[Na+].[CH2:3]([O:5][C:6](=[O:24])[CH:7]([OH:23])[CH2:8][C:9]1[CH:14]=[CH:13][C:12]([O:15][CH2:16][C:17]2[CH:22]=[CH:21][CH:20]=[CH:19][CH:18]=2)=[CH:11][CH:10]=1)[CH3:4].[CH2:25](I)[CH3:26]. The catalyst class is: 9.